Predict the reactants needed to synthesize the given product. From a dataset of Full USPTO retrosynthesis dataset with 1.9M reactions from patents (1976-2016). (1) The reactants are: [CH:1]1([O:7][C:8]2[C:9]([NH:14][C:15]3[S:16][CH:17]=[C:18]([CH3:20])[N:19]=3)=[N:10][CH:11]=[CH:12][CH:13]=2)[CH2:6][CH2:5][CH2:4][CH:3]=[CH:2]1.CC1C=CC(S(NN)(=O)=O)=CC=1.CC([O-])=O.[Na+]. Given the product [CH:1]1([O:7][C:8]2[C:9]([NH:14][C:15]3[S:16][CH:17]=[C:18]([CH3:20])[N:19]=3)=[N:10][CH:11]=[CH:12][CH:13]=2)[CH2:2][CH2:3][CH2:4][CH2:5][CH2:6]1, predict the reactants needed to synthesize it. (2) Given the product [Cl:1][C:2]1[CH:3]=[C:4]([C:7]2[N:8]=[C:27]([C@@H:24]3[CH2:23][N:20]4[C:21](=[O:22])[C:15]5[CH:14]=[CH:13][C:12]([F:11])=[N:30][C:16]=5[CH2:17][CH2:18][C@@H:19]4[CH2:26][CH2:25]3)[O:10][N:9]=2)[NH:5][CH:6]=1, predict the reactants needed to synthesize it. The reactants are: [Cl:1][C:2]1[CH:3]=[C:4]([C:7](=[N:9][OH:10])[NH2:8])[NH:5][CH:6]=1.[F:11][C:12]1[CH:13]=[CH:14][C:15]2[C:21](=[O:22])[N:20]3[CH2:23][C@H:24]([C:27](Cl)=O)[CH2:25][CH2:26][C@H:19]3[CH2:18][CH2:17][C:16]=2[N:30]=1. (3) Given the product [CH3:1][O:2][C:3](=[O:31])[C:4]([NH:7][C:8]([C:10]1[CH:19]=[CH:18][C:17]2[C:12](=[CH:13][CH:14]=[CH:15][CH:16]=2)[C:11]=1[O:20][CH2:21][CH2:22][OH:23])=[O:9])([CH3:6])[CH3:5], predict the reactants needed to synthesize it. The reactants are: [CH3:1][O:2][C:3](=[O:31])[C:4]([NH:7][C:8]([C:10]1[CH:19]=[CH:18][C:17]2[C:12](=[CH:13][CH:14]=[CH:15][CH:16]=2)[C:11]=1[O:20][CH2:21][CH2:22][O:23][Si](C(C)(C)C)(C)C)=[O:9])([CH3:6])[CH3:5].[F-].C([N+](CCCC)(CCCC)CCCC)CCC.